From a dataset of Forward reaction prediction with 1.9M reactions from USPTO patents (1976-2016). Predict the product of the given reaction. (1) Given the reactants [CH3:1][CH2:2][CH2:3][CH2:4][CH2:5][C:6]1[C:10](=[O:11])[CH2:9][CH2:8][C:7]=1[CH3:12].P([O-])([O-])([O-])=[O:14].[K+].[K+].[K+], predict the reaction product. The product is: [OH:14][CH:8]1[CH2:9][C:10](=[O:11])[C:6]([CH2:5][CH2:4][CH2:3][CH2:2][CH3:1])=[C:7]1[CH3:12]. (2) Given the reactants [F:1][C:2]([F:24])([F:23])[C:3]1[CH:4]=[C:5]([S:9]([N:12]2[CH2:17][CH2:16][CH2:15][CH2:14][CH:13]2[CH2:18][S:19](O)(=[O:21])=[O:20])(=[O:11])=[O:10])[CH:6]=[CH:7][CH:8]=1.S(Cl)([Cl:27])=O, predict the reaction product. The product is: [F:1][C:2]([F:24])([F:23])[C:3]1[CH:4]=[C:5]([S:9]([N:12]2[CH2:17][CH2:16][CH2:15][CH2:14][CH:13]2[CH2:18][S:19]([Cl:27])(=[O:21])=[O:20])(=[O:11])=[O:10])[CH:6]=[CH:7][CH:8]=1. (3) Given the reactants [CH3:1][O:2][C:3]1[CH:4]=[C:5]([C:11]2[CH:12]=[C:13]([C:22](O)=[O:23])[C:14]3[O:18][CH:17]([CH2:19][CH3:20])[CH2:16][C:15]=3[CH:21]=2)[CH:6]=[CH:7][C:8]=1[O:9][CH3:10].[NH2:25][C@@H:26]([CH2:37][OH:38])[CH2:27][C:28]1[C:36]2[C:31](=[CH:32][CH:33]=[CH:34][CH:35]=2)[NH:30][CH:29]=1.C(Cl)CCl.C1C=CC2N(O)N=NC=2C=1, predict the reaction product. The product is: [OH:38][CH2:37][C@H:26]([NH:25][C:22]([C:13]1[C:14]2[O:18][CH:17]([CH2:19][CH3:20])[CH2:16][C:15]=2[CH:21]=[C:11]([C:5]2[CH:6]=[CH:7][C:8]([O:9][CH3:10])=[C:3]([O:2][CH3:1])[CH:4]=2)[CH:12]=1)=[O:23])[CH2:27][C:28]1[C:36]2[C:31](=[CH:32][CH:33]=[CH:34][CH:35]=2)[NH:30][CH:29]=1. (4) Given the reactants [CH:1]1[C:10]2[C:5](=[CH:6][CH:7]=[CH:8][CH:9]=2)[C:4]([NH:11][C:12](=[O:19])OCC(Cl)(Cl)Cl)=[CH:3][N:2]=1.[C:20]1([C:26]2[N:30]=[C:29]([N:31]3[CH2:36][CH2:35][NH:34][CH2:33][CH2:32]3)[S:28][N:27]=2)[CH:25]=[CH:24][CH:23]=[CH:22][CH:21]=1.C(N(C(C)C)CC)(C)C.O, predict the reaction product. The product is: [CH:1]1[C:10]2[C:5](=[CH:6][CH:7]=[CH:8][CH:9]=2)[C:4]([NH:11][C:12]([N:34]2[CH2:35][CH2:36][N:31]([C:29]3[S:28][N:27]=[C:26]([C:20]4[CH:25]=[CH:24][CH:23]=[CH:22][CH:21]=4)[N:30]=3)[CH2:32][CH2:33]2)=[O:19])=[CH:3][N:2]=1. (5) Given the reactants [NH2:1][C:2]1[CH:7]=[C:6]([Cl:8])[C:5]([N+:9]([O-:11])=[O:10])=[CH:4][C:3]=1[OH:12].Br[C:14]([CH3:21])([CH3:20])[C:15](OCC)=[O:16], predict the reaction product. The product is: [Cl:8][C:6]1[C:5]([N+:9]([O-:11])=[O:10])=[CH:4][C:3]2[O:12][C:14]([CH3:21])([CH3:20])[C:15](=[O:16])[NH:1][C:2]=2[CH:7]=1.